From a dataset of Reaction yield outcomes from USPTO patents with 853,638 reactions. Predict the reaction yield, written as a fraction of the theoretical maximum amount of product (1.0 means a 100% yield; for example, 0.34 means a 34% yield). (1) The reactants are [N+:1]([C:4]1[CH:5]=[C:6]([OH:14])[CH:7]=[C:8]([C:10]([F:13])([F:12])[F:11])[CH:9]=1)([O-:3])=[O:2].O[CH:16]1[CH2:19][N:18]([C:20]([O:22][C:23]([CH3:26])([CH3:25])[CH3:24])=[O:21])[CH2:17]1.C1C=CC(P(C2C=CC=CC=2)C2C=CC=CC=2)=CC=1.N(C(OCC)=O)=NC(OCC)=O.C([O-])(O)=O.[Na+]. The catalyst is C1COCC1.O. The product is [N+:1]([C:4]1[CH:5]=[C:6]([CH:7]=[C:8]([C:10]([F:11])([F:12])[F:13])[CH:9]=1)[O:14][CH:16]1[CH2:17][N:18]([C:20]([O:22][C:23]([CH3:26])([CH3:25])[CH3:24])=[O:21])[CH2:19]1)([O-:3])=[O:2]. The yield is 0.870. (2) The reactants are C(O)(=O)CC(CC(O)=O)(C(O)=O)O.[F:14][C:15]1[CH:16]=[C:17]([CH:29]=[CH:30][CH:31]=1)[CH2:18][C:19]1[S:23][C:22]([CH:24]2OCC[O:25]2)=[CH:21][CH:20]=1.O.C(OCC)(=O)C. The catalyst is CO. The product is [F:14][C:15]1[CH:16]=[C:17]([CH:29]=[CH:30][CH:31]=1)[CH2:18][C:19]1[S:23][C:22]([CH:24]=[O:25])=[CH:21][CH:20]=1. The yield is 0.870.